From a dataset of Full USPTO retrosynthesis dataset with 1.9M reactions from patents (1976-2016). Predict the reactants needed to synthesize the given product. (1) Given the product [NH2:12][C:10](=[O:11])[CH2:9][C:4]1[CH:5]=[CH:6][CH:7]=[CH:8][C:3]=1[C:1]#[C:2][C:18]1[C:19]([C:20]([F:21])([F:22])[F:23])=[CH:14][N:15]=[C:16]([NH:24][C:25]2[CH:26]=[CH:27][C:28]([CH:31]3[CH2:36][CH2:35][CH2:34][CH2:33][N:32]3[C:37]([O:39][C:40]([CH3:43])([CH3:42])[CH3:41])=[O:38])=[CH:29][CH:30]=2)[N:17]=1, predict the reactants needed to synthesize it. The reactants are: [C:1]([C:3]1[CH:8]=[CH:7][CH:6]=[CH:5][C:4]=1[CH2:9][C:10]([NH2:12])=[O:11])#[CH:2].Cl[C:14]1[C:19]([C:20]([F:23])([F:22])[F:21])=[CH:18][N:17]=[C:16]([NH:24][C:25]2[CH:30]=[CH:29][C:28]([CH:31]3[CH2:36][CH2:35][CH2:34][CH2:33][N:32]3[C:37]([O:39][C:40]([CH3:43])([CH3:42])[CH3:41])=[O:38])=[CH:27][CH:26]=2)[N:15]=1.C(N(CC)CC)C.C1(P(C2C=CC=CC=2)C2C=CC=CC=2)C=CC=CC=1. (2) Given the product [C:19]1([N:25]2[CH:11]([C:13]3[CH:18]=[CH:17][CH:16]=[CH:15][CH:14]=3)[CH:10]=[C:9]([C:3]3[CH:8]=[CH:7][CH:6]=[CH:5][CH:4]=3)[NH:26]2)[CH:24]=[CH:23][CH:22]=[CH:21][CH:20]=1, predict the reactants needed to synthesize it. The reactants are: [OH-].[K+].[C:3]1([CH:9]=[CH:10][C:11]([C:13]2[CH:18]=[CH:17][CH:16]=[CH:15][CH:14]=2)=O)[CH:8]=[CH:7][CH:6]=[CH:5][CH:4]=1.[C:19]1([NH:25][NH2:26])[CH:24]=[CH:23][CH:22]=[CH:21][CH:20]=1.